This data is from Full USPTO retrosynthesis dataset with 1.9M reactions from patents (1976-2016). The task is: Predict the reactants needed to synthesize the given product. Given the product [Cl:6][C:7]1[CH:8]=[C:9]([NH:21][C:22]2[C:31]3[C:26](=[CH:27][CH:28]=[CH:29][C:30]=3[O:32][CH2:33][CH2:34][N:35]([CH:36]3[CH2:39][CH2:38][CH2:37]3)[C:1](=[O:5])[CH2:2][OH:3])[N:25]=[CH:24][N:23]=2)[CH:10]=[CH:11][C:12]=1[O:13][CH2:14][C:15]1[CH:20]=[CH:19][CH:18]=[CH:17][N:16]=1, predict the reactants needed to synthesize it. The reactants are: [C:1]([OH:5])(=O)[CH2:2][OH:3].[Cl:6][C:7]1[CH:8]=[C:9]([NH:21][C:22]2[C:31]3[C:26](=[CH:27][CH:28]=[CH:29][C:30]=3[O:32][CH2:33][CH2:34][NH:35][CH:36]3[CH2:39][CH2:38][CH2:37]3)[N:25]=[CH:24][N:23]=2)[CH:10]=[CH:11][C:12]=1[O:13][CH2:14][C:15]1[CH:20]=[CH:19][CH:18]=[CH:17][N:16]=1.